This data is from TCR-epitope binding with 47,182 pairs between 192 epitopes and 23,139 TCRs. The task is: Binary Classification. Given a T-cell receptor sequence (or CDR3 region) and an epitope sequence, predict whether binding occurs between them. (1) The epitope is KLGGALQAK. The TCR CDR3 sequence is CASSLSFGSPYHGYTF. Result: 1 (the TCR binds to the epitope). (2) The epitope is DPFRLLQNSQVFS. The TCR CDR3 sequence is CASSPDGNEQFF. Result: 0 (the TCR does not bind to the epitope). (3) Result: 1 (the TCR binds to the epitope). The epitope is TAFTIPSI. The TCR CDR3 sequence is CASSLTGGGELFF. (4) The epitope is IYSKHTPINL. Result: 0 (the TCR does not bind to the epitope). The TCR CDR3 sequence is CASEGSGSEQFF. (5) The epitope is NEGVKAAW. The TCR CDR3 sequence is CASSRTSGPYNEQFF. Result: 1 (the TCR binds to the epitope). (6) The epitope is ARMILMTHF. The TCR CDR3 sequence is CAISELASGTDTQYF. Result: 0 (the TCR does not bind to the epitope).